The task is: Predict the reaction yield, written as a fraction of the theoretical maximum amount of product (1.0 means a 100% yield; for example, 0.34 means a 34% yield).. This data is from Reaction yield outcomes from USPTO patents with 853,638 reactions. The reactants are N[C:2]1[C:7]([Br:8])=[CH:6][C:5]([N+:9]([O-:11])=[O:10])=[CH:4][C:3]=1[OH:12].OS(O)(=O)=O.N([O-])=O.[Na+]. The catalyst is CCO. The product is [Br:8][C:7]1[CH:2]=[C:3]([OH:12])[CH:4]=[C:5]([N+:9]([O-:11])=[O:10])[CH:6]=1. The yield is 0.840.